Dataset: Catalyst prediction with 721,799 reactions and 888 catalyst types from USPTO. Task: Predict which catalyst facilitates the given reaction. (1) Reactant: [CH3:1][CH:2]([CH3:18])[C:3]([NH:5][C:6]1[CH:11]=[CH:10][C:9]([CH:12]2[CH2:17][CH2:16][NH:15][CH2:14][CH2:13]2)=[CH:8][CH:7]=1)=[O:4].Br[CH2:20][CH2:21][CH2:22][NH:23][C:24](=[O:38])[CH:25]([C:32]1[CH:37]=[CH:36][CH:35]=[CH:34][CH:33]=1)[C:26]1[CH:31]=[CH:30][CH:29]=[CH:28][CH:27]=1.C([O-])([O-])=O.[K+].[K+].[Na+].[I-]. Product: [C:26]1([CH:25]([C:32]2[CH:37]=[CH:36][CH:35]=[CH:34][CH:33]=2)[C:24]([NH:23][CH2:22][CH2:21][CH2:20][N:15]2[CH2:16][CH2:17][CH:12]([C:9]3[CH:10]=[CH:11][C:6]([NH:5][C:3](=[O:4])[CH:2]([CH3:18])[CH3:1])=[CH:7][CH:8]=3)[CH2:13][CH2:14]2)=[O:38])[CH:27]=[CH:28][CH:29]=[CH:30][CH:31]=1. The catalyst class is: 3. (2) Reactant: [O:1]1[CH2:6][CH2:5][N:4]([C:7]2[C:8]3[N:9]([CH:24]=[C:25]([C:27]#[C:28][C:29]4[CH:38]=[CH:37][C:36]5[C:31](=[CH:32][CH:33]=[CH:34][CH:35]=5)[N:30]=4)[N:26]=3)[C:10]([C:13]3[CH:14]=[N:15][N:16]([CH2:18][C:19]([O:21]CC)=[O:20])[CH:17]=3)=[CH:11][N:12]=2)[CH2:3][CH2:2]1.[OH-].[Na+].CCOC(C)=O.Cl. Product: [O:1]1[CH2:6][CH2:5][N:4]([C:7]2[C:8]3[N:9]([CH:24]=[C:25]([C:27]#[C:28][C:29]4[CH:38]=[CH:37][C:36]5[C:31](=[CH:32][CH:33]=[CH:34][CH:35]=5)[N:30]=4)[N:26]=3)[C:10]([C:13]3[CH:14]=[N:15][N:16]([CH2:18][C:19]([OH:21])=[O:20])[CH:17]=3)=[CH:11][N:12]=2)[CH2:3][CH2:2]1. The catalyst class is: 636. (3) Product: [F:1][C:2]([F:14])([F:13])[C:3]1[CH:4]=[C:5]([S:9]([N:22]2[CH2:27][CH2:26][CH:25]([O:28][N:29]3[C:30](=[O:39])[C:31]4[C:36](=[CH:35][CH:34]=[CH:33][CH:32]=4)[C:37]3=[O:38])[CH2:24][CH2:23]2)(=[O:11])=[O:10])[CH:6]=[CH:7][CH:8]=1. Reactant: [F:1][C:2]([F:14])([F:13])[C:3]1[CH:4]=[C:5]([S:9](Cl)(=[O:11])=[O:10])[CH:6]=[CH:7][CH:8]=1.FC(F)(F)C(O)=O.[NH:22]1[CH2:27][CH2:26][CH:25]([O:28][N:29]2[C:37](=[O:38])[C:36]3[C:31](=[CH:32][CH:33]=[CH:34][CH:35]=3)[C:30]2=[O:39])[CH2:24][CH2:23]1.C(N(CC)C(C)C)(C)C. The catalyst class is: 2. (4) Reactant: [CH:14]1[CH:19]=[CH:18][C:17](P([C:14]2[CH:19]=[CH:18][CH:17]=[CH:16][CH:15]=2)[C:14]2[CH:19]=[CH:18][CH:17]=[CH:16][CH:15]=2)=[CH:16][CH:15]=1.[B:20]1([B:20]2[O:24][C:23]([CH3:26])([CH3:25])[C:22]([CH3:28])([CH3:27])[O:21]2)[O:24][C:23]([CH3:26])([CH3:25])[C:22]([CH3:28])([CH3:27])[O:21]1.O([C:40]1C=CC=CC=1)[K]. Product: [CH3:40][C:16]1([CH3:15])[C:14]([B:20]2[O:24][C:23]([CH3:26])([CH3:25])[C:22]([CH3:28])([CH3:27])[O:21]2)=[CH:19][CH2:18][CH2:17]1. The catalyst class is: 235.